Dataset: Catalyst prediction with 721,799 reactions and 888 catalyst types from USPTO. Task: Predict which catalyst facilitates the given reaction. (1) Reactant: [OH:1][C:2]1[CH:16]=[CH:15][C:5]([CH2:6][NH:7][C:8](=[O:14])[O:9][C:10]([CH3:13])([CH3:12])[CH3:11])=[CH:4][C:3]=1[O:17][CH3:18].C(=O)([O-])[O-].[K+].[K+].Cl.Cl[CH2:27][C:28]1[CH:29]=[CH:30][C:31]([CH3:34])=[N:32][CH:33]=1. Product: [CH3:18][O:17][C:3]1[CH:4]=[C:5]([CH:15]=[CH:16][C:2]=1[O:1][CH2:27][C:28]1[CH:33]=[N:32][C:31]([CH3:34])=[CH:30][CH:29]=1)[CH2:6][NH:7][C:8](=[O:14])[O:9][C:10]([CH3:13])([CH3:12])[CH3:11]. The catalyst class is: 47. (2) Reactant: [OH:1][CH2:2][C@@H:3]1[CH2:8][N:7]([C:9]([C:22]2[CH:27]=[CH:26][CH:25]=[CH:24][CH:23]=2)([C:16]2[CH:21]=[CH:20][CH:19]=[CH:18][CH:17]=2)[C:10]2[CH:15]=[CH:14][CH:13]=[CH:12][CH:11]=2)[CH2:6][C@H:5]([N:28]2[CH:33]=[C:32]([CH3:34])[C:31](=[O:35])[NH:30][C:29]2=[O:36])[O:4]1.N1C(C)=CC=CC=1C.[C:45]([S:49][S:50][CH2:51][CH:52]([NH:66][C:67](=[O:73])[O:68][CH2:69][CH:70]([CH3:72])[CH3:71])[C:53]([NH:55][CH:56]1[CH2:61][CH2:60][N:59]([P:62](Cl)([Cl:64])=[O:63])[CH2:58][CH2:57]1)=[O:54])([CH3:48])([CH3:47])[CH3:46]. Product: [C:45]([S:49][S:50][CH2:51][CH:52]([NH:66][C:67](=[O:73])[O:68][CH2:69][CH:70]([CH3:71])[CH3:72])[C:53]([NH:55][CH:56]1[CH2:57][CH2:58][N:59]([P:62]([Cl:64])([O:1][CH2:2][C@H:3]2[O:4][C@@H:5]([N:28]3[CH:33]=[C:32]([CH3:34])[C:31](=[O:35])[NH:30][C:29]3=[O:36])[CH2:6][N:7]([C:9]([C:10]3[CH:15]=[CH:14][CH:13]=[CH:12][CH:11]=3)([C:16]3[CH:21]=[CH:20][CH:19]=[CH:18][CH:17]=3)[C:22]3[CH:23]=[CH:24][CH:25]=[CH:26][CH:27]=3)[CH2:8]2)=[O:63])[CH2:60][CH2:61]1)=[O:54])([CH3:48])([CH3:47])[CH3:46]. The catalyst class is: 64. (3) Reactant: [C:1]1([CH3:11])[CH:6]=[CH:5][CH:4]=[C:3]([C:7]#[C:8][CH:9]=O)[CH:2]=1.[CH3:12][NH2:13]. Product: [CH3:12]/[N:13]=[CH:9]/[C:8]#[C:7][C:3]1[CH:2]=[C:1]([CH3:11])[CH:6]=[CH:5][CH:4]=1. The catalyst class is: 8. (4) Reactant: [CH3:1][O:2][C:3](=[O:31])[NH:4][CH:5]([C:9]([N:11]1[CH:15]([C:16]2[NH:17][CH:18]=[C:19]([C:21]3[CH:26]=[CH:25][C:24](Br)=[CH:23][CH:22]=3)[N:20]=2)[CH2:14][N:13]([C:28](=[O:30])[CH3:29])[CH2:12]1)=[O:10])[CH:6]([CH3:8])[CH3:7].[CH3:32][O:33][C:34](=[O:67])[NH:35][CH:36]([C:40]([N:42]1[CH2:46][CH2:45][CH2:44][CH:43]1[C:47]1[NH:48][CH:49]=[C:50]([C:52]2[CH:57]=[CH:56][C:55](B3OC(C)(C)C(C)(C)O3)=[CH:54][CH:53]=2)[N:51]=1)=[O:41])[CH:37]([CH3:39])[CH3:38].C(=O)([O-])[O-].[K+].[K+].COCCOC. Product: [CH3:1][O:2][C:3](=[O:31])[NH:4][CH:5]([C:9]([N:11]1[CH:15]([C:16]2[NH:20][C:19]([C:21]3[CH:26]=[CH:25][C:24]([C:55]4[CH:56]=[CH:57][C:52]([C:50]5[NH:51][C:47]([CH:43]6[CH2:44][CH2:45][CH2:46][N:42]6[C:40](=[O:41])[CH:36]([NH:35][C:34]([O:33][CH3:32])=[O:67])[CH:37]([CH3:39])[CH3:38])=[N:48][CH:49]=5)=[CH:53][CH:54]=4)=[CH:23][CH:22]=3)=[CH:18][N:17]=2)[CH2:14][N:13]([C:28](=[O:30])[CH3:29])[CH2:12]1)=[O:10])[CH:6]([CH3:8])[CH3:7]. The catalyst class is: 103.